Dataset: Catalyst prediction with 721,799 reactions and 888 catalyst types from USPTO. Task: Predict which catalyst facilitates the given reaction. (1) Reactant: [NH2:1][C:2]1[N:7]=[C:6](Cl)[C:5]([C:9]#[N:10])=[C:4]([C:11]2[CH:16]=[CH:15][CH:14]=[C:13]([O:17]CC3C=CC=CC=3)[CH:12]=2)[N:3]=1.[SH:25][CH2:26][C:27]([NH2:29])=[O:28].C([O-])([O-])=O.[Na+].[Na+].CC[O-].[Na+]. The catalyst class is: 40. Product: [NH2:1][C:2]1[N:3]=[C:4]([C:11]2[CH:16]=[CH:15][CH:14]=[C:13]([OH:17])[CH:12]=2)[C:5]2[C:9]([NH2:10])=[C:26]([C:27]([NH2:29])=[O:28])[S:25][C:6]=2[N:7]=1. (2) Reactant: [CH3:1][O:2][C:3]1[CH:8]=[CH:7][NH:6][C:5](=[O:9])[C:4]=1[C:10]#[N:11].Br[CH:13]([CH:19]([CH3:21])[CH3:20])[C:14]([O:16][CH2:17][CH3:18])=[O:15].C(=O)([O-])[O-].[Cs+].[Cs+].CN(C)C=O. Product: [C:10]([C:4]1[C:5](=[O:9])[N:6]([CH:13]([CH:19]([CH3:21])[CH3:20])[C:14]([O:16][CH2:17][CH3:18])=[O:15])[CH:7]=[CH:8][C:3]=1[O:2][CH3:1])#[N:11]. The catalyst class is: 6.